This data is from Forward reaction prediction with 1.9M reactions from USPTO patents (1976-2016). The task is: Predict the product of the given reaction. (1) Given the reactants [Cl-:1].[CH2:2]([N+:6]1[CH:10]=[CH:9][N:8]([CH3:11])[CH:7]=1)[CH2:3][CH2:4][CH3:5].[CH2:12]1[CH2:19][O:18][S:15](=[O:17])(=[O:16])[CH2:14][CH2:13]1, predict the reaction product. The product is: [Cl:1][CH2:19][CH2:12][CH2:13][CH2:14][S:15]([O-:18])(=[O:17])=[O:16].[CH2:2]([N+:6]1[CH:10]=[CH:9][N:8]([CH3:11])[CH:7]=1)[CH2:3][CH2:4][CH3:5]. (2) Given the reactants [C:1]([O:5][C:6]([N:8]1[CH2:13][CH2:12][C@@H:11]([OH:14])[C@@H:10]([F:15])[CH2:9]1)=[O:7])([CH3:4])([CH3:3])[CH3:2].[H-].[Na+].S(OC)(O[CH3:22])(=O)=O, predict the reaction product. The product is: [C:1]([O:5][C:6]([N:8]1[CH2:13][CH2:12][C@@H:11]([O:14][CH3:22])[C@@H:10]([F:15])[CH2:9]1)=[O:7])([CH3:4])([CH3:2])[CH3:3]. (3) Given the reactants Cl[C:2]1[N:7]=[C:6]([C:8]([O:10][CH3:11])=[O:9])[CH:5]=[N:4][CH:3]=1.[Cl:12][C:13]1[CH:14]=[C:15]2[C:21](B3OC(C)(C)C(C)(C)O3)=[CH:20][N:19]([S:31]([C:34]3[CH:39]=[CH:38][C:37]([CH3:40])=[CH:36][CH:35]=3)(=[O:33])=[O:32])[C:16]2=[N:17][CH:18]=1.C([O-])([O-])=O.[Na+].[Na+], predict the reaction product. The product is: [Cl:12][C:13]1[CH:14]=[C:15]2[C:21]([C:2]3[N:7]=[C:6]([C:8]([O:10][CH3:11])=[O:9])[CH:5]=[N:4][CH:3]=3)=[CH:20][N:19]([S:31]([C:34]3[CH:39]=[CH:38][C:37]([CH3:40])=[CH:36][CH:35]=3)(=[O:32])=[O:33])[C:16]2=[N:17][CH:18]=1. (4) Given the reactants [N+:1]([C:4]1[CH:5]=[C:6]([C:10]2[O:16][C:13]([CH:14]=O)=[CH:12][CH:11]=2)[CH:7]=[CH:8][CH:9]=1)([O-:3])=[O:2].[CH3:17][O:18][C:19]1[CH:20]=[C:21]([CH:25]=[CH:26][C:27]=1[O:28][CH3:29])[CH2:22][C:23]#[N:24], predict the reaction product. The product is: [CH3:17][O:18][C:19]1[CH:20]=[C:21](/[C:22](=[CH:14]/[C:13]2[O:16][C:10]([C:6]3[CH:7]=[CH:8][CH:9]=[C:4]([N+:1]([O-:3])=[O:2])[CH:5]=3)=[CH:11][CH:12]=2)/[C:23]#[N:24])[CH:25]=[CH:26][C:27]=1[O:28][CH3:29]. (5) The product is: [OH2:19].[C:30]([OH:37])(=[O:36])/[CH:31]=[CH:32]/[C:33]([OH:35])=[O:34].[C:30]([OH:37])(=[O:36])/[CH:31]=[CH:32]/[C:33]([OH:35])=[O:34].[CH:1]1([CH2:7][N:8]2[CH2:17][CH2:16][C:15]3[C:10](=[CH:11][C:12]([S:18]([NH:21][CH2:22][CH2:23][C@@H:24]4[CH2:28][CH2:27][CH2:26][N:25]4[CH3:29])(=[O:19])=[O:20])=[CH:13][CH:14]=3)[CH2:9]2)[CH2:2][CH2:3][CH2:4][CH2:5][CH2:6]1. Given the reactants [CH:1]1([CH2:7][N:8]2[CH2:17][CH2:16][C:15]3[C:10](=[CH:11][C:12]([S:18]([NH:21][CH2:22][CH2:23][C@@H:24]4[CH2:28][CH2:27][CH2:26][N:25]4[CH3:29])(=[O:20])=[O:19])=[CH:13][CH:14]=3)[CH2:9]2)[CH2:6][CH2:5][CH2:4][CH2:3][CH2:2]1.[C:30]([OH:37])(=[O:36])/[CH:31]=[CH:32]/[C:33]([OH:35])=[O:34], predict the reaction product.